Dataset: Full USPTO retrosynthesis dataset with 1.9M reactions from patents (1976-2016). Task: Predict the reactants needed to synthesize the given product. (1) Given the product [Cl:1][C:2]1[CH:3]=[C:4]([CH:19]=[CH:20][CH:21]=1)[C:5]([NH:7][N:8]=[C:9]([C:13]1[CH:14]=[CH:15][CH:16]=[CH:17][CH:18]=1)[CH:10]=[N:11][O:12][CH3:22])=[O:6], predict the reactants needed to synthesize it. The reactants are: [Cl:1][C:2]1[CH:3]=[C:4]([CH:19]=[CH:20][CH:21]=1)[C:5]([NH:7][N:8]=[C:9]([C:13]1[CH:18]=[CH:17][CH:16]=[CH:15][CH:14]=1)[CH:10]=[N:11][OH:12])=[O:6].[CH3:22]I. (2) Given the product [CH3:22][N:23]1[CH2:29][CH2:28][CH2:27][N:26]([C:30]2[N:35]=[C:34]([C:36]3[CH:37]=[C:38](/[CH:39]=[CH:19]/[C:20]#[N:21])[CH:41]=[CH:42][CH:43]=3)[CH:33]=[N:32][CH:31]=2)[CH2:25][CH2:24]1, predict the reactants needed to synthesize it. The reactants are: C[Si](C)(C)N[Si](C)(C)C.[Na].C(OP([CH2:19][C:20]#[N:21])(=O)OCC)C.[CH3:22][N:23]1[CH2:29][CH2:28][CH2:27][N:26]([C:30]2[N:35]=[C:34]([C:36]3[CH:37]=[C:38]([CH:41]=[CH:42][CH:43]=3)[CH:39]=O)[CH:33]=[N:32][CH:31]=2)[CH2:25][CH2:24]1.